From a dataset of Retrosynthesis with 50K atom-mapped reactions and 10 reaction types from USPTO. Predict the reactants needed to synthesize the given product. (1) Given the product O=C(Nc1ccc(-c2cnc(-c3ccc([N+](=O)[O-])cc3)[nH]2)cc1)C1CCCCC1, predict the reactants needed to synthesize it. The reactants are: Nc1ccc(-c2cnc(-c3ccc([N+](=O)[O-])cc3)[nH]2)cc1.O=C(O)C1CCCCC1. (2) Given the product CN(C)c1ccc(SCCCCCC(=O)O)cc1, predict the reactants needed to synthesize it. The reactants are: COC(=O)CCCCCSc1ccc(N(C)C)cc1.